Task: Predict the reaction yield, written as a fraction of the theoretical maximum amount of product (1.0 means a 100% yield; for example, 0.34 means a 34% yield).. Dataset: Reaction yield outcomes from USPTO patents with 853,638 reactions (1) The reactants are Cl[C:2]1[NH:10][C:9]2[C:4](=[N:5][CH:6]=[CH:7][CH:8]=2)[C:3]=1[C:11]#[N:12].[CH:13]12[CH2:21][CH2:20][CH:17]([CH2:18][CH2:19]1)[CH2:16][NH:15][CH2:14]2. No catalyst specified. The product is [CH:13]12[CH2:21][CH2:20][CH:17]([CH2:18][CH2:19]1)[CH2:16][N:15]([C:2]1[NH:10][C:9]3[C:4](=[N:5][CH:6]=[CH:7][CH:8]=3)[C:3]=1[C:11]#[N:12])[CH2:14]2. The yield is 0.580. (2) The reactants are [CH3:1][C:2]1([CH3:14])[C:10]2[C:5](=[CH:6][C:7]([N+:11]([O-])=O)=[CH:8][CH:9]=2)[NH:4][CH2:3]1. The catalyst is C(OCC)(=O)C.[Pd]. The product is [NH2:11][C:7]1[CH:6]=[C:5]2[C:10]([C:2]([CH3:14])([CH3:1])[CH2:3][NH:4]2)=[CH:9][CH:8]=1. The yield is 0.900. (3) No catalyst specified. The reactants are [CH3:1][O:2][C:3]1[C:4]([NH:14][C:15](=[O:19])OCC)=[N:5][C:6]2[C:11]([N:12]=1)=[CH:10][C:9]([CH3:13])=[CH:8][CH:7]=2.[Cl:20][C:21]1[CH:22]=[C:23]([N:27]2[CH2:32][CH2:31][NH:30][CH2:29][CH2:28]2)[CH:24]=[CH:25][CH:26]=1. The product is [CH3:1][O:2][C:3]1[C:4]([NH:14][C:15]([N:30]2[CH2:29][CH2:28][N:27]([C:23]3[CH:24]=[CH:25][CH:26]=[C:21]([Cl:20])[CH:22]=3)[CH2:32][CH2:31]2)=[O:19])=[N:5][C:6]2[C:11]([N:12]=1)=[CH:10][C:9]([CH3:13])=[CH:8][CH:7]=2. The yield is 0.870.